From a dataset of Peptide-MHC class II binding affinity with 134,281 pairs from IEDB. Regression. Given a peptide amino acid sequence and an MHC pseudo amino acid sequence, predict their binding affinity value. This is MHC class II binding data. The peptide sequence is AFKVAATQANAAPAN. The MHC is HLA-DPA10103-DPB10301 with pseudo-sequence HLA-DPA10103-DPB10301. The binding affinity (normalized) is 0.533.